This data is from Forward reaction prediction with 1.9M reactions from USPTO patents (1976-2016). The task is: Predict the product of the given reaction. (1) Given the reactants [CH3:1][C:2]1[CH:18]=[CH:17][C:5]([CH2:6][C:7]2[CH:11]=[C:10]([C:12]([O:14][CH2:15][CH3:16])=[O:13])[NH:9][N:8]=2)=[CH:4][CH:3]=1.C(=O)([O-])[O-].[K+].[K+].I[CH2:26][CH2:27][CH3:28], predict the reaction product. The product is: [CH3:1][C:2]1[CH:3]=[CH:4][C:5]([CH2:6][C:7]2[CH:11]=[C:10]([C:12]([O:14][CH2:15][CH3:16])=[O:13])[N:9]([CH2:26][CH2:27][CH3:28])[N:8]=2)=[CH:17][CH:18]=1. (2) Given the reactants [CH3:1][S:2](Cl)(=[O:4])=[O:3].[F:6][C:7]([F:15])([F:14])[CH2:8][C:9]([CH3:13])([CH3:12])[CH2:10][OH:11], predict the reaction product. The product is: [CH3:1][S:2]([O:11][CH2:10][C:9]([CH3:13])([CH3:12])[CH2:8][C:7]([F:15])([F:14])[F:6])(=[O:4])=[O:3]. (3) Given the reactants [F:1][C:2]([F:29])([F:28])[C:3]1[CH:8]=[CH:7][N:6]=[C:5]([N:9]2[CH2:14][CH2:13][CH:12]([CH2:15][NH:16][C:17]([C:19]3[CH:27]=[CH:26][C:22]([C:23]([OH:25])=O)=[CH:21][CH:20]=3)=[O:18])[CH2:11][CH2:10]2)[N:4]=1.[Br:30][C:31]1[C:39]2OC(C3C=CC(C([O-])=O)=CC=3)=[N:36][C:35]=2[CH:34]=[C:33]([C:49]#[N:50])[CH:32]=1, predict the reaction product. The product is: [Br:30][C:31]1[C:39]2[O:25][C:23]([C:22]3[CH:26]=[CH:27][C:19]([C:17]([NH:16][CH2:15][CH:12]4[CH2:13][CH2:14][N:9]([C:5]5[N:4]=[C:3]([C:2]([F:29])([F:1])[F:28])[CH:8]=[CH:7][N:6]=5)[CH2:10][CH2:11]4)=[O:18])=[CH:20][CH:21]=3)=[N:36][C:35]=2[CH:34]=[C:33]([C:49]#[N:50])[CH:32]=1.